The task is: Predict the reaction yield, written as a fraction of the theoretical maximum amount of product (1.0 means a 100% yield; for example, 0.34 means a 34% yield).. This data is from Reaction yield outcomes from USPTO patents with 853,638 reactions. The reactants are [C:1]([C:5]1[C:6]([O:13][CH2:14][CH2:15][CH3:16])=[C:7]([CH:10]=[CH:11][CH:12]=1)[CH:8]=O)([CH3:4])([CH3:3])[CH3:2].[CH3:17][NH2:18].[BH4-].[Na+].O. The catalyst is CO. The product is [C:1]([C:5]1[C:6]([O:13][CH2:14][CH2:15][CH3:16])=[C:7]([CH:10]=[CH:11][CH:12]=1)[CH2:8][NH:18][CH3:17])([CH3:4])([CH3:3])[CH3:2]. The yield is 0.960.